From a dataset of NCI-60 drug combinations with 297,098 pairs across 59 cell lines. Regression. Given two drug SMILES strings and cell line genomic features, predict the synergy score measuring deviation from expected non-interaction effect. (1) Drug 1: C(=O)(N)NO. Drug 2: CC1=C(C=C(C=C1)C(=O)NC2=CC(=CC(=C2)C(F)(F)F)N3C=C(N=C3)C)NC4=NC=CC(=N4)C5=CN=CC=C5. Cell line: OVCAR-4. Synergy scores: CSS=0.540, Synergy_ZIP=0.546, Synergy_Bliss=-1.42, Synergy_Loewe=-3.57, Synergy_HSA=-1.68. (2) Drug 1: C1=CC(=CC=C1CCCC(=O)O)N(CCCl)CCCl. Drug 2: B(C(CC(C)C)NC(=O)C(CC1=CC=CC=C1)NC(=O)C2=NC=CN=C2)(O)O. Cell line: MDA-MB-435. Synergy scores: CSS=-3.17, Synergy_ZIP=3.69, Synergy_Bliss=-4.28, Synergy_Loewe=-4.81, Synergy_HSA=-5.17. (3) Drug 1: C1=CC(=CC=C1CC(C(=O)O)N)N(CCCl)CCCl.Cl. Drug 2: CC1=C(C(=CC=C1)Cl)NC(=O)C2=CN=C(S2)NC3=CC(=NC(=N3)C)N4CCN(CC4)CCO. Cell line: SW-620. Synergy scores: CSS=8.52, Synergy_ZIP=-2.62, Synergy_Bliss=5.35, Synergy_Loewe=2.67, Synergy_HSA=3.57.